This data is from Forward reaction prediction with 1.9M reactions from USPTO patents (1976-2016). The task is: Predict the product of the given reaction. (1) Given the reactants [Cl:1][C:2]1[CH:7]=[CH:6][C:5]([C:8](=O)[CH:9]([C:12]2[CH:17]=[CH:16][N:15]=[CH:14][CH:13]=2)[C:10]#[N:11])=[CH:4][CH:3]=1.P(Cl)(Cl)Cl.[NH2:23][NH2:24], predict the reaction product. The product is: [NH2:11][C:10]1[NH:24][N:23]=[C:8]([C:5]2[CH:6]=[CH:7][C:2]([Cl:1])=[CH:3][CH:4]=2)[C:9]=1[C:12]1[CH:17]=[CH:16][N:15]=[CH:14][CH:13]=1. (2) Given the reactants [CH3:1][N:2]1[C:10]2[C:5](=[CH:6][C:7]([C:14]3[CH:15]=[N:16][C:17]([CH3:20])=[CH:18][CH:19]=3)=[CH:8][C:9]=2[C:11]([OH:13])=O)[C:4]([CH:21]([CH3:23])[CH3:22])=[CH:3]1.[NH2:24][CH2:25][C:26]1[C:27](=[O:34])[NH:28][C:29]([CH3:33])=[CH:30][C:31]=1[CH3:32].ON1C2N=CC=CC=2N=N1.C(Cl)CCl.CN1CCOCC1, predict the reaction product. The product is: [CH3:32][C:31]1[CH:30]=[C:29]([CH3:33])[NH:28][C:27](=[O:34])[C:26]=1[CH2:25][NH:24][C:11]([C:9]1[CH:8]=[C:7]([C:14]2[CH:15]=[N:16][C:17]([CH3:20])=[CH:18][CH:19]=2)[CH:6]=[C:5]2[C:10]=1[N:2]([CH3:1])[CH:3]=[C:4]2[CH:21]([CH3:22])[CH3:23])=[O:13].